This data is from Forward reaction prediction with 1.9M reactions from USPTO patents (1976-2016). The task is: Predict the product of the given reaction. Given the reactants C(O[C:4]([C:6]1[S:10]C2C=[C:12]([NH:15][CH2:16][C:17]3[CH:22]=[CH:21][CH:20]=[CH:19][CH:18]=3)[CH:13]=[CH:14][C:8]=2[C:7]=1[CH3:23])=O)C.CN1CCOCC1.C(O[C:35](=[O:37])[CH3:36])(=O)C.[C:38]([O-:41])(O)=O.[Na+].Cl.[NH2:44][OH:45].[CH3:46][O-].[Na+], predict the reaction product. The product is: [OH:45][NH:44][C:35]([C:36]1[S:10][C:6]2[CH:4]=[C:13]([CH2:12][N:15]([C:38](=[O:41])[CH3:46])[CH2:16][C:17]3[CH:18]=[CH:19][CH:20]=[CH:21][CH:22]=3)[CH:14]=[CH:8][C:7]=2[CH:23]=1)=[O:37].